From a dataset of NCI-60 drug combinations with 297,098 pairs across 59 cell lines. Regression. Given two drug SMILES strings and cell line genomic features, predict the synergy score measuring deviation from expected non-interaction effect. (1) Drug 1: CC(C1=C(C=CC(=C1Cl)F)Cl)OC2=C(N=CC(=C2)C3=CN(N=C3)C4CCNCC4)N. Drug 2: C1CC(=O)NC(=O)C1N2CC3=C(C2=O)C=CC=C3N. Cell line: PC-3. Synergy scores: CSS=7.81, Synergy_ZIP=-3.82, Synergy_Bliss=1.35, Synergy_Loewe=2.33, Synergy_HSA=2.34. (2) Drug 1: C1=CC(=CC=C1C#N)C(C2=CC=C(C=C2)C#N)N3C=NC=N3. Drug 2: CC1=C2C(C(=O)C3(C(CC4C(C3C(C(C2(C)C)(CC1OC(=O)C(C(C5=CC=CC=C5)NC(=O)C6=CC=CC=C6)O)O)OC(=O)C7=CC=CC=C7)(CO4)OC(=O)C)O)C)OC(=O)C. Cell line: 786-0. Synergy scores: CSS=5.97, Synergy_ZIP=-2.08, Synergy_Bliss=-3.06, Synergy_Loewe=2.87, Synergy_HSA=-1.20.